Dataset: Reaction yield outcomes from USPTO patents with 853,638 reactions. Task: Predict the reaction yield, written as a fraction of the theoretical maximum amount of product (1.0 means a 100% yield; for example, 0.34 means a 34% yield). (1) The reactants are [Cl:1][C:2]1[CH:7]=[C:6]([C:8]2[CH2:12][CH2:11][CH2:10][CH:9]=2)[N:5]=[C:4]2[CH2:13][CH2:14][CH2:15][C:3]=12.[NH2:16][C:17]1[CH:22]=[CH:21][C:20]([CH2:23][CH2:24][OH:25])=[CH:19][CH:18]=1. No catalyst specified. The product is [ClH:1].[C:8]1([C:6]2[N:5]=[C:4]3[CH2:13][CH2:14][CH2:15][C:3]3=[C:2]([NH:16][C:17]3[CH:22]=[CH:21][C:20]([CH2:23][CH2:24][OH:25])=[CH:19][CH:18]=3)[CH:7]=2)[CH2:12][CH2:11][CH2:10][CH:9]=1. The yield is 0.790. (2) The reactants are [NH2:1][C:2]1[CH:3]=[C:4]([C:8]2[CH:17]=[CH:16][CH:15]=[C:14]3[C:9]=2[CH:10]=[CH:11][N:12]=[CH:13]3)[CH:5]=[CH:6][CH:7]=1.[F:18][C:19]1[CH:24]=[CH:23][C:22]([C:25]([F:28])([F:27])[F:26])=[CH:21][C:20]=1[N:29]=[C:30]=[O:31]. The product is [F:18][C:19]1[CH:24]=[CH:23][C:22]([C:25]([F:28])([F:27])[F:26])=[CH:21][C:20]=1[NH:29][C:30]([NH:1][C:2]1[CH:7]=[CH:6][CH:5]=[C:4]([C:8]2[CH:17]=[CH:16][CH:15]=[C:14]3[C:9]=2[CH:10]=[CH:11][N:12]=[CH:13]3)[CH:3]=1)=[O:31]. The catalyst is C1COCC1. The yield is 0.980. (3) The reactants are [NH2:1][C:2]1[CH:3]=[C:4]2[C:8](=[CH:9][CH:10]=1)[N:7]([CH2:11][CH2:12][N:13]([CH3:15])[CH3:14])[C:6]([CH3:16])=[CH:5]2.[O:17]([C:24]1[CH:29]=[CH:28][C:27]([S:30](Cl)(=[O:32])=[O:31])=[CH:26][CH:25]=1)[C:18]1[CH:23]=[CH:22][CH:21]=[CH:20][CH:19]=1. No catalyst specified. The product is [CH3:14][N:13]([CH3:15])[CH2:12][CH2:11][N:7]1[C:8]2[C:4](=[CH:3][C:2]([NH:1][S:30]([C:27]3[CH:26]=[CH:25][C:24]([O:17][C:18]4[CH:23]=[CH:22][CH:21]=[CH:20][CH:19]=4)=[CH:29][CH:28]=3)(=[O:32])=[O:31])=[CH:10][CH:9]=2)[CH:5]=[C:6]1[CH3:16]. The yield is 0.330.